Dataset: Forward reaction prediction with 1.9M reactions from USPTO patents (1976-2016). Task: Predict the product of the given reaction. Given the reactants [C:1]([C:3]([C:6]1[CH:7]=[C:8]([CH:33]=[CH:34][CH:35]=1)[C:9]([NH:11][C:12]1[CH:13]=[CH:14][C:15]([CH3:32])=[C:16]([N:18]2[C:27](=[O:28])[C:26]3[C:21](=[C:22](C(O)=O)[CH:23]=[CH:24][CH:25]=3)[N:20]=[CH:19]2)[CH:17]=1)=[O:10])([CH3:5])[CH3:4])#[N:2].C1(P([N:50]=[N+]=[N-])(C2C=CC=CC=2)=O)C=CC=CC=1.CCN(C(C)C)C(C)C.Cl, predict the reaction product. The product is: [NH2:50][C:22]1[CH:23]=[CH:24][CH:25]=[C:26]2[C:21]=1[N:20]=[CH:19][N:18]([C:16]1[CH:17]=[C:12]([NH:11][C:9](=[O:10])[C:8]3[CH:33]=[CH:34][CH:35]=[C:6]([C:3]([C:1]#[N:2])([CH3:4])[CH3:5])[CH:7]=3)[CH:13]=[CH:14][C:15]=1[CH3:32])[C:27]2=[O:28].